From a dataset of NCI-60 drug combinations with 297,098 pairs across 59 cell lines. Regression. Given two drug SMILES strings and cell line genomic features, predict the synergy score measuring deviation from expected non-interaction effect. (1) Drug 1: CN(C)N=NC1=C(NC=N1)C(=O)N. Drug 2: CCC1(CC2CC(C3=C(CCN(C2)C1)C4=CC=CC=C4N3)(C5=C(C=C6C(=C5)C78CCN9C7C(C=CC9)(C(C(C8N6C=O)(C(=O)OC)O)OC(=O)C)CC)OC)C(=O)OC)O.OS(=O)(=O)O. Cell line: A498. Synergy scores: CSS=4.91, Synergy_ZIP=0.739, Synergy_Bliss=5.74, Synergy_Loewe=-2.35, Synergy_HSA=0.300. (2) Drug 1: CC(CN1CC(=O)NC(=O)C1)N2CC(=O)NC(=O)C2. Synergy scores: CSS=19.0, Synergy_ZIP=-5.01, Synergy_Bliss=-4.56, Synergy_Loewe=-4.55, Synergy_HSA=-3.31. Cell line: SN12C. Drug 2: CC(C)NC(=O)C1=CC=C(C=C1)CNNC.Cl. (3) Drug 1: CC(CN1CC(=O)NC(=O)C1)N2CC(=O)NC(=O)C2. Drug 2: CCC1(CC2CC(C3=C(CCN(C2)C1)C4=CC=CC=C4N3)(C5=C(C=C6C(=C5)C78CCN9C7C(C=CC9)(C(C(C8N6C=O)(C(=O)OC)O)OC(=O)C)CC)OC)C(=O)OC)O.OS(=O)(=O)O. Cell line: SNB-75. Synergy scores: CSS=0.767, Synergy_ZIP=-0.597, Synergy_Bliss=0.0603, Synergy_Loewe=-9.45, Synergy_HSA=-1.12. (4) Drug 1: C1CC(=O)NC(=O)C1N2CC3=C(C2=O)C=CC=C3N. Drug 2: C1C(C(OC1N2C=C(C(=O)NC2=O)F)CO)O. Cell line: PC-3. Synergy scores: CSS=60.5, Synergy_ZIP=17.9, Synergy_Bliss=18.2, Synergy_Loewe=-1.43, Synergy_HSA=21.0.